From a dataset of Peptide-MHC class II binding affinity with 134,281 pairs from IEDB. Regression. Given a peptide amino acid sequence and an MHC pseudo amino acid sequence, predict their binding affinity value. This is MHC class II binding data. (1) The peptide sequence is MKNIFMLTLFILIIT. The MHC is DRB3_0202 with pseudo-sequence DRB3_0202. The binding affinity (normalized) is 0.143. (2) The peptide sequence is VELQIVDKIDAAFKI. The MHC is DRB1_1101 with pseudo-sequence DRB1_1101. The binding affinity (normalized) is 0.568. (3) The peptide sequence is GIVEQCCTSICSLYQ. The MHC is DRB3_0101 with pseudo-sequence DRB3_0101. The binding affinity (normalized) is 0.115. (4) The peptide sequence is SLAEKLNSSVYSLPPDPDHF. The MHC is HLA-DQA10501-DQB10201 with pseudo-sequence HLA-DQA10501-DQB10201. The binding affinity (normalized) is 0.0718. (5) The peptide sequence is YAHAAHAAHAAHAAHAA. The MHC is HLA-DQA10401-DQB10402 with pseudo-sequence HLA-DQA10401-DQB10402. The binding affinity (normalized) is 0.262. (6) The peptide sequence is PLVWHLERAETAATA. The MHC is DRB1_0405 with pseudo-sequence DRB1_0405. The binding affinity (normalized) is 0.693. (7) The peptide sequence is TKWDNSFLEILYGY. The MHC is DRB1_0301 with pseudo-sequence DRB1_0301. The binding affinity (normalized) is 0.